Dataset: Forward reaction prediction with 1.9M reactions from USPTO patents (1976-2016). Task: Predict the product of the given reaction. (1) The product is: [O:3]=[C:2]([NH:1][CH2:4][CH2:5][CH2:6][CH2:7][NH:8][C:9](=[O:10])[NH:11][CH2:12][CH2:13][O:14][CH2:15][CH2:16][O:17][CH2:18][CH2:19][O:20][CH2:21][CH2:22][NH:23][S:24]([C:27]1[CH:28]=[CH:29][C:30]([CH:33]2[C:42]3[C:37](=[C:38]([Cl:44])[CH:39]=[C:40]([Cl:43])[CH:41]=3)[CH2:36][N:35]([CH3:45])[CH2:34]2)=[CH:31][CH:32]=1)(=[O:26])=[O:25])[NH:11][CH2:12][CH2:13][O:14][CH2:15][CH2:16][O:17][CH2:18][CH2:19][O:20][CH2:21][CH2:22][NH:23][S:24]([C:27]1[CH:28]=[CH:29][C:30]([CH:33]2[C:42]3[C:37](=[C:38]([Cl:44])[CH:39]=[C:40]([Cl:43])[CH:41]=3)[CH2:36][N:35]([CH3:45])[CH2:34]2)=[CH:31][CH:32]=1)(=[O:26])=[O:25]. Given the reactants [N:1]([CH2:4][CH2:5][CH2:6][CH2:7][N:8]=[C:9]=[O:10])=[C:2]=[O:3].[NH2:11][CH2:12][CH2:13][O:14][CH2:15][CH2:16][O:17][CH2:18][CH2:19][O:20][CH2:21][CH2:22][NH:23][S:24]([C:27]1[CH:32]=[CH:31][C:30]([CH:33]2[C:42]3[C:37](=[C:38]([Cl:44])[CH:39]=[C:40]([Cl:43])[CH:41]=3)[CH2:36][N:35]([CH3:45])[CH2:34]2)=[CH:29][CH:28]=1)(=[O:26])=[O:25], predict the reaction product. (2) The product is: [O:22]=[C:10]1[NH:11][C:12]2[C:13]3[CH2:21][CH2:20][CH2:19][CH2:18][C:14]=3[CH:15]=[CH:16][C:17]=2[N:8]([C:4]2[CH:3]=[C:2]([NH:1][S:33]([C:28]3[CH:29]=[CH:30][CH:31]=[CH:32][C:27]=3[N+:24]([O-:26])=[O:25])(=[O:34])=[O:35])[CH:7]=[CH:6][CH:5]=2)[C:9]1=[O:23]. Given the reactants [NH2:1][C:2]1[CH:3]=[C:4]([N:8]2[C:17]3[CH:16]=[CH:15][C:14]4[CH2:18][CH2:19][CH2:20][CH2:21][C:13]=4[C:12]=3[NH:11][C:10](=[O:22])[C:9]2=[O:23])[CH:5]=[CH:6][CH:7]=1.[N+:24]([C:27]1[CH:32]=[CH:31][CH:30]=[CH:29][C:28]=1[S:33](Cl)(=[O:35])=[O:34])([O-:26])=[O:25], predict the reaction product. (3) Given the reactants Br[C:2]1[CH:3]=[C:4]2[C:9](=[CH:10][CH:11]=1)[N:8]=[CH:7][CH:6]=[C:5]2[N:12]1[CH2:17][CH2:16][CH2:15][C@H:14]([NH:18][C:19](=[O:25])[O:20][C:21]([CH3:24])([CH3:23])[CH3:22])[CH2:13]1.C([O-])(=O)C.[K+].[B:31]1([B:31]2[O:35][C:34]([CH3:37])([CH3:36])[C:33]([CH3:39])([CH3:38])[O:32]2)[O:35][C:34]([CH3:37])([CH3:36])[C:33]([CH3:39])([CH3:38])[O:32]1.C1(P(C2CCCCC2)C2CCCCC2)CCCCC1, predict the reaction product. The product is: [CH3:38][C:33]1([CH3:39])[C:34]([CH3:37])([CH3:36])[O:35][B:31]([C:2]2[CH:3]=[C:4]3[C:9](=[CH:10][CH:11]=2)[N:8]=[CH:7][CH:6]=[C:5]3[N:12]2[CH2:17][CH2:16][CH2:15][C@H:14]([NH:18][C:19](=[O:25])[O:20][C:21]([CH3:24])([CH3:23])[CH3:22])[CH2:13]2)[O:32]1. (4) Given the reactants [C:1](Cl)(=[O:5])C(Cl)=O.[Br:7][C:8]1[CH:9]=[C:10]([C:17]([OH:19])=O)[CH:11]=[C:12]([CH:16]=1)[C:13]([OH:15])=O.Cl.[CH3:21][NH:22][O:23][CH3:24].[CH2:25]([N:27](CC)CC)C, predict the reaction product. The product is: [Br:7][C:8]1[CH:16]=[C:12]([C:13]([N:27]([O:5][CH3:1])[CH3:25])=[O:15])[CH:11]=[C:10]([CH:9]=1)[C:17]([N:22]([O:23][CH3:24])[CH3:21])=[O:19]. (5) Given the reactants [C:1]([C:4]1[CH:31]=[CH:30][C:7]2[N:8]([CH2:12][CH2:13][O:14][C:15]3[CH:29]=[CH:28][C:18]([O:19][C:20]([CH3:27])([CH3:26])[C:21]([O:23][CH2:24][CH3:25])=[O:22])=[CH:17][CH:16]=3)[C:9](=[O:11])[S:10][C:6]=2[CH:5]=1)(=O)[CH3:2].[CH3:32][O:33][NH2:34], predict the reaction product. The product is: [CH3:32][O:33][N:34]=[C:1]([C:4]1[CH:31]=[CH:30][C:7]2[N:8]([CH2:12][CH2:13][O:14][C:15]3[CH:29]=[CH:28][C:18]([O:19][C:20]([CH3:27])([CH3:26])[C:21]([O:23][CH2:24][CH3:25])=[O:22])=[CH:17][CH:16]=3)[C:9](=[O:11])[S:10][C:6]=2[CH:5]=1)[CH3:2]. (6) Given the reactants [C:1]([O:5][C:6]([N:8]1[CH2:13][CH2:12][N:11]([C:14]2[CH:15]=[N:16][C:17]([N+:20]([O-])=O)=[CH:18][CH:19]=2)[CH2:10][CH2:9]1)=[O:7])([CH3:4])([CH3:3])[CH3:2].[H][H], predict the reaction product. The product is: [C:1]([O:5][C:6]([N:8]1[CH2:13][CH2:12][N:11]([C:14]2[CH:15]=[N:16][C:17]([NH2:20])=[CH:18][CH:19]=2)[CH2:10][CH2:9]1)=[O:7])([CH3:4])([CH3:2])[CH3:3]. (7) Given the reactants [N:1]1([CH2:7][CH2:8][CH2:9][O:10][C:11]2[CH:16]=[CH:15][C:14]([CH2:17][C:18](=O)[CH2:19][C:20]#[N:21])=[CH:13][CH:12]=2)[CH2:6][CH2:5][O:4][CH2:3][CH2:2]1.NC1C=C[NH:26][N:25]=1.NN, predict the reaction product. The product is: [N:1]1([CH2:7][CH2:8][CH2:9][O:10][C:11]2[CH:16]=[CH:15][C:14]([CH2:17][C:18]3[CH:19]=[C:20]([NH2:21])[NH:25][N:26]=3)=[CH:13][CH:12]=2)[CH2:6][CH2:5][O:4][CH2:3][CH2:2]1. (8) Given the reactants [OH:1][C:2]1[CH:3]=[C:4]([CH:21]=[CH:22][CH:23]=1)[CH2:5][N:6]1[CH2:11][CH2:10][N:9]([C:12]([NH:14][C:15]2[CH:16]=[N:17][CH:18]=[CH:19][CH:20]=2)=[O:13])[CH2:8][CH2:7]1.O[CH2:25][C:26]1[CH:27]=[C:28]([CH:33]=[CH:34][CH:35]=1)[C:29]([O:31][CH3:32])=[O:30].C1C=CC(P(C2C=CC=CC=2)C2C=CC=CC=2)=CC=1.CCOC(/N=N/C(OCC)=O)=O, predict the reaction product. The product is: [N:17]1[CH:18]=[CH:19][CH:20]=[C:15]([NH:14][C:12]([N:9]2[CH2:8][CH2:7][N:6]([CH2:5][C:4]3[CH:3]=[C:2]([CH:23]=[CH:22][CH:21]=3)[O:1][CH2:25][C:26]3[CH:27]=[C:28]([CH:33]=[CH:34][CH:35]=3)[C:29]([O:31][CH3:32])=[O:30])[CH2:11][CH2:10]2)=[O:13])[CH:16]=1. (9) Given the reactants [Br:1][C:2]1[CH:7]=[CH:6][C:5]([C:8](=[N:12][CH2:13][C:14]2[CH:19]=[CH:18][C:17]([O:20][CH3:21])=[CH:16][C:15]=2[O:22][CH3:23])[CH2:9][CH2:10][CH3:11])=[CH:4][CH:3]=1.CO[CH:26]=[C:27]([C:32]([O:34][CH3:35])=[O:33])[C:28]([O:30]C)=O, predict the reaction product. The product is: [CH3:35][O:34][C:32]([C:27]1[C:28](=[O:30])[N:12]([CH2:13][C:14]2[CH:19]=[CH:18][C:17]([O:20][CH3:21])=[CH:16][C:15]=2[O:22][CH3:23])[C:8]([C:5]2[CH:4]=[CH:3][C:2]([Br:1])=[CH:7][CH:6]=2)=[C:9]([CH2:10][CH3:11])[CH:26]=1)=[O:33]. (10) Given the reactants [Cl:1][C:2]1[CH:7]=[CH:6][CH:5]=[C:4]([C:8]([O:10]O)=[O:9])[CH:3]=1, predict the reaction product. The product is: [Cl:1][C:2]1[CH:3]=[C:4]([CH:5]=[CH:6][CH:7]=1)[C:8]([OH:10])=[O:9].